Dataset: Catalyst prediction with 721,799 reactions and 888 catalyst types from USPTO. Task: Predict which catalyst facilitates the given reaction. (1) Reactant: [CH3:1][O:2][C:3]1[CH:7]=[C:6]([C:8]([OH:10])=O)[O:5][N:4]=1.C(Cl)(=O)C([Cl:14])=O. Product: [CH3:1][O:2][C:3]1[CH:7]=[C:6]([C:8]([Cl:14])=[O:10])[O:5][N:4]=1. The catalyst class is: 118. (2) Reactant: [C:1](Cl)([C:14]1[CH:19]=[CH:18][CH:17]=[CH:16][CH:15]=1)([C:8]1[CH:13]=[CH:12][CH:11]=[CH:10][CH:9]=1)[C:2]1[CH:7]=[CH:6][CH:5]=[CH:4][CH:3]=1.CC[N:23]([CH2:26][CH3:27])CC.CS(Cl)(=O)=O. Product: [C:1]([N:23]1[CH2:26][CH2:27]1)([C:14]1[CH:19]=[CH:18][CH:17]=[CH:16][CH:15]=1)([C:8]1[CH:13]=[CH:12][CH:11]=[CH:10][CH:9]=1)[C:2]1[CH:7]=[CH:6][CH:5]=[CH:4][CH:3]=1. The catalyst class is: 2. (3) Reactant: [CH2:1]([O:3][C:4](=[O:21])/[C:5](/O)=[CH:6]/[C:7](=O)[C:8]1[CH:13]=[CH:12][C:11]([O:14][C:15]([F:18])([F:17])[F:16])=[CH:10][CH:9]=1)[CH3:2].O.[NH2:23][NH2:24]. Product: [CH2:1]([O:3][C:4]([C:5]1[CH:6]=[C:7]([C:8]2[CH:13]=[CH:12][C:11]([O:14][C:15]([F:18])([F:17])[F:16])=[CH:10][CH:9]=2)[NH:24][N:23]=1)=[O:21])[CH3:2]. The catalyst class is: 8.